Dataset: Peptide-MHC class I binding affinity with 185,985 pairs from IEDB/IMGT. Task: Regression. Given a peptide amino acid sequence and an MHC pseudo amino acid sequence, predict their binding affinity value. This is MHC class I binding data. (1) The peptide sequence is SMAMTCIAV. The MHC is HLA-A02:01 with pseudo-sequence HLA-A02:01. The binding affinity (normalized) is 0.771. (2) The peptide sequence is AQIDNYNKF. The MHC is Patr-A0701 with pseudo-sequence Patr-A0701. The binding affinity (normalized) is 0.182. (3) The peptide sequence is LYEQVVMDY. The MHC is HLA-A29:02 with pseudo-sequence HLA-A29:02. The binding affinity (normalized) is 0.769. (4) The binding affinity (normalized) is 0.826. The peptide sequence is FVNHRFTLV. The MHC is HLA-A02:06 with pseudo-sequence HLA-A02:06. (5) The peptide sequence is RMLHLSQMH. The MHC is HLA-A03:01 with pseudo-sequence HLA-A03:01. The binding affinity (normalized) is 0.699. (6) The peptide sequence is EEDAAVDDL. The MHC is HLA-A01:01 with pseudo-sequence HLA-A01:01. The binding affinity (normalized) is 0.0847. (7) The peptide sequence is VTECKLIYY. The MHC is HLA-A69:01 with pseudo-sequence HLA-A69:01. The binding affinity (normalized) is 0.0847.